Dataset: Reaction yield outcomes from USPTO patents with 853,638 reactions. Task: Predict the reaction yield, written as a fraction of the theoretical maximum amount of product (1.0 means a 100% yield; for example, 0.34 means a 34% yield). (1) The product is [Br:1][C:2]1[CH:11]=[C:10]2[C:5](=[CH:4][C:3]=1[O:17][CH2:18][C:19]1[CH:26]=[CH:25][C:22]([CH3:23])=[CH:21][CH:20]=1)[C:6]([CH3:15])([CH3:16])[CH2:7][CH:8]=[C:9]2[CH:12]([CH3:13])[CH3:14]. No catalyst specified. The reactants are [Br:1][C:2]1[C:3]([OH:17])=[CH:4][C:5]2[C:6]([CH3:16])([CH3:15])[CH2:7][CH:8]=[C:9]([CH:12]([CH3:14])[CH3:13])[C:10]=2[CH:11]=1.[CH3:18][C:19]1[CH:26]=[CH:25][C:22]([CH2:23]Br)=[CH:21][CH:20]=1. The yield is 1.00. (2) The reactants are [I:1][C:2]1[S:6][C:5]([CH:7]=O)=[C:4]([CH:9]=O)[CH:3]=1.[C:11]1(=[O:18])[CH2:16][CH2:15][C:14](=[O:17])[CH2:13][CH2:12]1.[OH-].[K+]. No catalyst specified. The product is [I:1][C:2]1[S:6][C:5]2[CH:7]=[C:15]3[C:14](=[O:17])[C:13]4[C:12](=[CH:9][C:4]5[CH:3]=[C:2]([I:1])[S:6][C:5]=5[CH:7]=4)[C:11](=[O:18])[C:16]3=[CH:9][C:4]=2[CH:3]=1. The yield is 0.870. (3) The reactants are [O-][Mn](=O)(=O)=O.[K+].[Br:7][C:8]1[CH:9]=[C:10]([CH2:15][OH:16])[CH:11]=[C:12]([CH3:14])[CH:13]=1.Cl.C(=O)(O)[O-:19].[Na+]. The catalyst is O.CC(C)=O. The product is [Br:7][C:8]1[CH:9]=[C:10]([CH:11]=[C:12]([CH3:14])[CH:13]=1)[C:15]([OH:19])=[O:16]. The yield is 0.600. (4) The reactants are N[C@H](C(O)=O)CS.C1(=O)NC(=O)C=C1.[OH:15][C:16]([CH2:18][CH2:19][CH2:20][CH2:21][C@H:22]1[C@@H:30]2[C@@H:25]([NH:26][C:27]([NH:29]2)=[O:28])[CH2:24][S:23]1)=[O:17]. No catalyst specified. The product is [OH:17][C:16]([CH2:18][CH2:19][CH2:20][CH2:21][C@H:22]1[C@@H:30]2[C@@H:25]([NH:26][C:27]([NH:29]2)=[O:28])[CH2:24][S:23]1)=[O:15]. The yield is 1.00. (5) The reactants are [OH-].[K+].[OH:3][C:4]1[CH:13]=[C:12]([O:14][CH2:15][O:16][CH3:17])[C:11]([CH:18]([CH3:20])[CH3:19])=[CH:10][C:5]=1[C:6]([O:8]C)=[O:7]. The catalyst is CO.O. The product is [OH:3][C:4]1[CH:13]=[C:12]([O:14][CH2:15][O:16][CH3:17])[C:11]([CH:18]([CH3:20])[CH3:19])=[CH:10][C:5]=1[C:6]([OH:8])=[O:7]. The yield is 0.830. (6) The reactants are [NH2:1][CH:2]1[CH2:8][C:7]([CH3:10])([CH3:9])[C:6]2[CH:11]=[CH:12][C:13]([N+:15]([O-:17])=[O:16])=[CH:14][C:5]=2[N:4]([CH2:18][CH3:19])[C:3]1=[O:20].[F:21][C:22]([F:33])([F:32])[C:23](O[C:23](=[O:24])[C:22]([F:33])([F:32])[F:21])=[O:24].N1C=CC=CC=1. The catalyst is C(Cl)Cl. The product is [CH2:18]([N:4]1[C:3](=[O:20])[CH:2]([NH:1][C:23](=[O:24])[C:22]([F:33])([F:32])[F:21])[CH2:8][C:7]([CH3:10])([CH3:9])[C:6]2[CH:11]=[CH:12][C:13]([N+:15]([O-:17])=[O:16])=[CH:14][C:5]1=2)[CH3:19]. The yield is 0.990. (7) The reactants are [NH2:1][CH2:2][CH2:3][O:4][CH2:5][CH2:6][NH:7][C:8](=[O:14])[O:9][C:10]([CH3:13])([CH3:12])[CH3:11].[C:15](O)(=[O:22])[C:16]1[CH:21]=[CH:20][CH:19]=[N:18][CH:17]=1.CCN=C=NCCCN(C)C. The catalyst is CC#N.CCOC(C)=O. The product is [C:15]([NH:1][CH2:2][CH2:3][O:4][CH2:5][CH2:6][NH:7][C:8](=[O:14])[O:9][C:10]([CH3:11])([CH3:13])[CH3:12])(=[O:22])[C:16]1[CH:21]=[CH:20][CH:19]=[N:18][CH:17]=1. The yield is 0.440. (8) The reactants are [Cl:1][C:2]1[CH:7]=[CH:6][CH:5]=[C:4]([Cl:8])[C:3]=1[C:9]1[C:17]2[O:16][CH:15]([CH2:18][NH2:19])[CH2:14][C:13]=2[CH:12]=[CH:11][CH:10]=1.C(N(C(C)C)CC)(C)C.Cl[C:30]([O:32][CH2:33][C:34]1[CH:39]=[CH:38][CH:37]=[CH:36][CH:35]=1)=[O:31].C(OC(=O)NCC1CC2C=CC=C(C3CCCC3)C=2O1)C1C=CC=CC=1. No catalyst specified. The product is [Cl:1][C:2]1[CH:7]=[CH:6][CH:5]=[C:4]([Cl:8])[C:3]=1[C:9]1[C:17]2[O:16][CH:15]([CH2:18][NH:19][C:30](=[O:31])[O:32][CH2:33][C:34]3[CH:39]=[CH:38][CH:37]=[CH:36][CH:35]=3)[CH2:14][C:13]=2[CH:12]=[CH:11][CH:10]=1. The yield is 0.940. (9) The reactants are Cl[C:2]1[C:7]2[CH2:8][N:9]([CH2:12][C:13]3[CH:18]=[CH:17][C:16]([O:19][CH2:20][C:21]([F:24])([F:23])[F:22])=[C:15]([Cl:25])[CH:14]=3)[C:10](=[O:11])[C:6]=2[CH:5]=[CH:4][N:3]=1.[CH:26]([O:28][C:29]1[CH:34]=[CH:33][CH:32]=[CH:31][CH:30]=1)=[O:27]. No catalyst specified. The product is [Cl:25][C:15]1[CH:14]=[C:13]([CH:18]=[CH:17][C:16]=1[O:19][CH2:20][C:21]([F:24])([F:23])[F:22])[CH2:12][N:9]1[C:10](=[O:11])[C:6]2[CH:5]=[CH:4][N:3]=[C:2]([C:26]([O:28][C:29]3[CH:34]=[CH:33][CH:32]=[CH:31][CH:30]=3)=[O:27])[C:7]=2[CH2:8]1. The yield is 0.490.